This data is from Catalyst prediction with 721,799 reactions and 888 catalyst types from USPTO. The task is: Predict which catalyst facilitates the given reaction. (1) Reactant: O[CH2:2][C@H:3]1[N:8]([C:9]([C:11]2[CH:16]=[C:15]([CH3:17])[CH:14]=[CH:13][C:12]=2[N:18]2[N:22]=[CH:21][CH:20]=[N:19]2)=[O:10])[C@@H:7]([CH3:23])[CH2:6][CH2:5][O:4]1.C(C=P(CCCC)(CCCC)CCCC)#N.[F:40][C:41]1[CH:42]=[CH:43][C:44]([C:47]2[CH:48]=[N:49][NH:50][CH:51]=2)=[N:45][CH:46]=1. Product: [F:40][C:41]1[CH:42]=[CH:43][C:44]([C:47]2[CH:51]=[N:50][N:49]([CH2:2][C@H:3]3[N:8]([C:9]([C:11]4[CH:16]=[C:15]([CH3:17])[CH:14]=[CH:13][C:12]=4[N:18]4[N:19]=[CH:20][CH:21]=[N:22]4)=[O:10])[C@@H:7]([CH3:23])[CH2:6][CH2:5][O:4]3)[CH:48]=2)=[N:45][CH:46]=1. The catalyst class is: 11. (2) Reactant: Cl[CH2:2][CH2:3][N:4]1[C:9](=[O:10])[C:8]2[C:11]3[CH2:17][N:16]([CH2:18][CH3:19])[CH2:15][CH2:14][C:12]=3[S:13][C:7]=2[N:6]=[CH:5]1.[C:20]1([N:30]2[CH2:35][CH2:34][NH:33][CH2:32][CH2:31]2)[C:29]2[C:24](=[CH:25][CH:26]=[CH:27][CH:28]=2)[CH:23]=[CH:22][CH:21]=1. Product: [CH2:18]([N:16]1[CH2:15][CH2:14][C:12]2[S:13][C:7]3[N:6]=[CH:5][N:4]([CH2:3][CH2:2][N:33]4[CH2:32][CH2:31][N:30]([C:20]5[C:29]6[C:24](=[CH:25][CH:26]=[CH:27][CH:28]=6)[CH:23]=[CH:22][CH:21]=5)[CH2:35][CH2:34]4)[C:9](=[O:10])[C:8]=3[C:11]=2[CH2:17]1)[CH3:19]. The catalyst class is: 113. (3) Reactant: [F:1][C:2]1[CH:7]=[CH:6][C:5]([CH:8]=[CH:9][C:10]2[CH:15]=[CH:14][C:13]([NH2:16])=[CH:12][CH:11]=2)=[CH:4][CH:3]=1. Product: [F:1][C:2]1[CH:3]=[CH:4][C:5]([CH2:8][CH2:9][C:10]2[CH:11]=[CH:12][C:13]([NH2:16])=[CH:14][CH:15]=2)=[CH:6][CH:7]=1. The catalyst class is: 312. (4) Product: [F:37][C:2]([F:38])([F:1])[C@@H:3]([NH:20][C@H:21]([C:26]([NH:28][C@H:29]([C:34]([NH:49][CH3:53])=[O:36])[CH2:30][CH2:31][S:32][CH3:33])=[O:27])[CH2:22][CH:23]([CH3:24])[CH3:25])[C:4]1[CH:9]=[CH:8][C:7]([C:10]2[CH:15]=[CH:14][C:13]([S:16]([CH3:19])(=[O:17])=[O:18])=[CH:12][CH:11]=2)=[CH:6][CH:5]=1. The catalyst class is: 3. Reactant: [F:1][C:2]([F:38])([F:37])[C@@H:3]([NH:20][C@H:21]([C:26]([NH:28][C@H:29]([C:34]([OH:36])=O)[CH2:30][CH2:31][S:32][CH3:33])=[O:27])[CH2:22][CH:23]([CH3:25])[CH3:24])[C:4]1[CH:9]=[CH:8][C:7]([C:10]2[CH:15]=[CH:14][C:13]([S:16]([CH3:19])(=[O:18])=[O:17])=[CH:12][CH:11]=2)=[CH:6][CH:5]=1.Cl.CN.F[P-](F)(F)(F)(F)F.[N:49]1(OC(N(C)C)=[N+](C)C)[C:53]2N=CC=CC=2N=N1.C(N(CC)CC)C. (5) Reactant: [N+:1]([C:4]1[CH:5]=[CH:6][C:7]([CH2:16][N:17]2[CH2:22][CH2:21][O:20][CH2:19][CH2:18]2)=[C:8]([C:10]2[CH:15]=[CH:14][CH:13]=[CH:12][CH:11]=2)[CH:9]=1)([O-])=O.C(O)C.C1(C2N=C(C(O)=O)C=C(C3C=CC=CC=3)N=2)C=CC=CC=1.[Cl-].[Ca+2].[Cl-]. Product: [N:17]1([CH2:16][C:7]2[C:8]([C:10]3[CH:15]=[CH:14][CH:13]=[CH:12][CH:11]=3)=[CH:9][C:4]([NH2:1])=[CH:5][CH:6]=2)[CH2:22][CH2:21][O:20][CH2:19][CH2:18]1. The catalyst class is: 6. (6) Reactant: [C:1]([C:3]1[CH:11]=[CH:10][CH:9]=[C:8]2[C:4]=1[CH:5]=[CH:6][NH:7]2)#[N:2].C([O-])([O-])=O.[Cs+].[Cs+].Br[CH2:19][CH2:20][C:21]([O:23][CH2:24][CH3:25])=[O:22]. Product: [C:1]([C:3]1[CH:11]=[CH:10][CH:9]=[C:8]2[C:4]=1[CH:5]=[CH:6][N:7]2[CH2:19][CH2:20][C:21]([O:23][CH2:24][CH3:25])=[O:22])#[N:2]. The catalyst class is: 3. (7) Reactant: [N:1]1[C:6]2[NH:7][CH:8]=[CH:9][C:5]=2[CH:4]=[N:3][CH:2]=1.[I:10]N1C(=O)CCC1=O.C(#N)C. Product: [I:10][C:9]1[C:5]2[CH:4]=[N:3][CH:2]=[N:1][C:6]=2[NH:7][CH:8]=1. The catalyst class is: 6.